This data is from Full USPTO retrosynthesis dataset with 1.9M reactions from patents (1976-2016). The task is: Predict the reactants needed to synthesize the given product. Given the product [F:49][CH:8]([F:7])[C:9]1[N:13]([C:14]2[N:15]=[C:16]([N:26]3[CH2:31][CH2:30][N:29]([S:32]([CH2:35][CH2:36][N:37]4[CH2:38][CH2:39][S:51](=[O:53])(=[O:50])[CH2:41][CH2:42]4)(=[O:33])=[O:56])[CH2:28][CH2:27]3)[N:17]=[C:18]([N:20]3[CH2:21][CH2:22][O:23][CH2:24][CH2:25]3)[N:19]=2)[C:12]2[CH:43]=[CH:44][CH:45]=[C:46]([O:47][CH3:48])[C:11]=2[N:10]=1, predict the reactants needed to synthesize it. The reactants are: [O-][Mn](=O)(=O)=O.[K+].[F:7][CH:8]([F:49])[C:9]1[N:13]([C:14]2[N:19]=[C:18]([N:20]3[CH2:25][CH2:24][O:23][CH2:22][CH2:21]3)[N:17]=[C:16]([N:26]3[CH2:31][CH2:30][N:29]([S:32]([CH2:35][CH2:36][N:37]4[CH2:42][CH2:41]S[CH2:39][CH2:38]4)(=O)=[O:33])[CH2:28][CH2:27]3)[N:15]=2)[C:12]2[CH:43]=[CH:44][CH:45]=[C:46]([O:47][CH3:48])[C:11]=2[N:10]=1.[O-:50][S:51]([O-:53])=O.[Na+].[Na+].[OH2:56].